Predict the product of the given reaction. From a dataset of Forward reaction prediction with 1.9M reactions from USPTO patents (1976-2016). The product is: [CH:15]1([C:7]2[C:8]3[CH:14]=[CH:13][CH:12]=[CH:11][C:9]=3[S:10][C:6]=2[C:4]([OH:5])=[O:3])[CH2:16][CH2:17]1. Given the reactants C([O:3][C:4]([C:6]1[S:10][C:9]2[CH:11]=[CH:12][CH:13]=[CH:14][C:8]=2[C:7]=1[CH:15]1[CH2:17][CH2:16]1)=[O:5])C.[OH-].[Na+], predict the reaction product.